From a dataset of Reaction yield outcomes from USPTO patents with 853,638 reactions. Predict the reaction yield, written as a fraction of the theoretical maximum amount of product (1.0 means a 100% yield; for example, 0.34 means a 34% yield). (1) The reactants are [CH3:1][C:2]1[CH:6]=[C:5]([CH3:7])[NH:4][C:3]=1[C:8](=[C:12]1[C:20]2[C:15](=[CH:16][CH:17]=[CH:18][CH:19]=2)[NH:14][C:13]1=[O:21])[C:9]([OH:11])=O.[F:22][C:23]1[CH:24]=[C:25]([CH:27]=[CH:28][CH:29]=1)[NH2:26]. No catalyst specified. The product is [CH3:1][C:2]1[CH:6]=[C:5]([CH3:7])[NH:4][C:3]=1[C:8](=[C:12]1[C:20]2[C:15](=[CH:16][CH:17]=[CH:18][CH:19]=2)[NH:14][C:13]1=[O:21])[C:9]([NH:26][C:25]1[CH:27]=[CH:28][CH:29]=[C:23]([F:22])[CH:24]=1)=[O:11]. The yield is 0.210. (2) The reactants are S(=O)(=O)(O)O.N([O-])=O.[Na+].N[C:11]1[CH:20]=[C:19]2[C:14]([CH:15]=[C:16]([C:22]3[CH:27]=[CH:26][CH:25]=[CH:24][C:23]=3[C:28]([F:31])([F:30])[F:29])[NH:17][C:18]2=[O:21])=[CH:13][CH:12]=1.[I-:32].[Na+].C(=O)(O)[O-].[Na+]. The product is [I:32][C:11]1[CH:20]=[C:19]2[C:14]([CH:15]=[C:16]([C:22]3[CH:27]=[CH:26][CH:25]=[CH:24][C:23]=3[C:28]([F:31])([F:30])[F:29])[NH:17][C:18]2=[O:21])=[CH:13][CH:12]=1. The yield is 0.900. The catalyst is [Cu](I)I.C(O)(=O)C.